From a dataset of Forward reaction prediction with 1.9M reactions from USPTO patents (1976-2016). Predict the product of the given reaction. (1) Given the reactants [S:1]1[CH:5]=[C:4](B(O)O)[C:3]2[CH:9]=[CH:10][CH:11]=[CH:12][C:2]1=2.[C:13]1([CH2:19][NH2:20])[CH:18]=[CH:17][CH:16]=[CH:15][CH:14]=1.O.O=[CH:23][C:24]([OH:26])=[O:25], predict the reaction product. The product is: [S:1]1[CH:5]=[C:4]([CH:23]([NH:20][CH2:19][C:13]2[CH:18]=[CH:17][CH:16]=[CH:15][CH:14]=2)[C:24]([OH:26])=[O:25])[C:3]2[CH:9]=[CH:10][CH:11]=[CH:12][C:2]1=2. (2) Given the reactants [NH2:1][C:2]1[N:3]=[C:4]([CH3:22])[C:5]2=[C:6]([CH2:8][C@H:9]([C:14]3[CH:19]=[CH:18][C:17]([F:20])=[CH:16][C:15]=3[Br:21])[NH:10]/[C:11]/2=[N:12]\[OH:13])[N:7]=1.[CH3:23][O:24][C:25]1[N:30]=[C:29](B2OCCN(C3C=CC=CC=3)CCO2)[CH:28]=[CH:27][CH:26]=1.C([O-])([O-])=O.[Na+].[Na+], predict the reaction product. The product is: [NH2:1][C:2]1[N:3]=[C:4]([CH3:22])[C:5]2=[C:6]([CH2:8][C@H:9]([C:14]3[CH:19]=[CH:18][C:17]([F:20])=[CH:16][C:15]=3[Br:21])[NH:10]/[C:11]/2=[N:12]\[OH:13])[N:7]=1.[NH2:1][C:2]1[N:3]=[C:4]([CH3:22])[C:5]2=[C:6]([CH2:8][C@H:9]([C:14]3[CH:19]=[CH:18][C:17]([F:20])=[CH:16][C:15]=3[C:29]3[CH:28]=[CH:27][CH:26]=[C:25]([O:24][CH3:23])[N:30]=3)[NH:10]/[C:11]/2=[N:12]\[OH:13])[N:7]=1. (3) Given the reactants [C:1]([C:3]1[CH:4]=[N:5][CH:6]=[CH:7][CH:8]=1)#[N:2].[CH3:9][O-:10].[Na+], predict the reaction product. The product is: [CH3:9][O:10][C:1](=[NH:2])[C:3]1[CH:8]=[CH:7][CH:6]=[N:5][CH:4]=1. (4) Given the reactants [CH2:1]([N:8]=[N+:9]=[N-:10])[C:2]1[CH:7]=[CH:6][CH:5]=[CH:4][CH:3]=1.[C:11](OC=C)(=O)[CH3:12], predict the reaction product. The product is: [CH2:1]([N:8]1[CH:12]=[CH:11][N:10]=[N:9]1)[C:2]1[CH:7]=[CH:6][CH:5]=[CH:4][CH:3]=1. (5) The product is: [CH3:20][O:19][CH2:18][CH2:17][O:16][CH2:15][O:14][C:11]1[CH:10]=[CH:9][C:8]([CH2:7][CH2:23][OH:25])=[CH:13][CH:12]=1. Given the reactants [BH4-].[Li+].C(O[CH2:7][C:8]1[CH:13]=[CH:12][C:11]([O:14][CH2:15][O:16][CH2:17][CH2:18][O:19][CH3:20])=[CH:10][CH:9]=1)(=O)C.[Cl-].[NH4+].[C:23](O)(=[O:25])C, predict the reaction product. (6) Given the reactants Cl.[NH2:2][C@@H:3]([CH2:25][CH:26]1[CH2:30][CH2:29][CH2:28][CH2:27]1)[C:4]([NH:6][C@H:7]1[CH2:13][CH2:12][C@@H:11]([CH3:14])[N:10]([S:15]([C:18]2[CH:23]=[CH:22][CH:21]=[CH:20][N:19]=2)(=[O:17])=[O:16])[CH2:9][C@@H:8]1[OH:24])=[O:5].[CH3:31][N:32]1[CH2:37][CH2:36][N:35]([C:38](Cl)=[O:39])[CH2:34][CH2:33]1.N1C=CC=CC=1.CC(OI1(OC(C)=O)(OC(C)=O)OC(=O)C2C=CC=CC1=2)=O, predict the reaction product. The product is: [CH:26]1([CH2:25][C@H:3]([NH:2][C:38]([N:35]2[CH2:36][CH2:37][N:32]([CH3:31])[CH2:33][CH2:34]2)=[O:39])[C:4](=[O:5])[NH:6][C@H:7]2[CH2:13][CH2:12][C@@H:11]([CH3:14])[N:10]([S:15]([C:18]3[CH:23]=[CH:22][CH:21]=[CH:20][N:19]=3)(=[O:16])=[O:17])[CH2:9][C:8]2=[O:24])[CH2:27][CH2:28][CH2:29][CH2:30]1. (7) Given the reactants CO[C:3](=O)[CH:4]=[CH:5]C1C=CC=C(OC)C=1.[CH2:15]([O:17][C:18](=[O:29])[CH:19]=[CH:20][C:21]1[CH:26]=[CH:25][CH:24]=[C:23]([O:27][CH3:28])[CH:22]=1)[CH3:16].[I-:30].[CH:31]([P+:34]([C:47]1[CH:52]=[CH:51][CH:50]=[CH:49][CH:48]=1)([C:41]1[CH:46]=[CH:45][CH:44]=[CH:43][CH:42]=1)[C:35]1[CH:40]=[CH:39][CH:38]=[CH:37][CH:36]=1)([CH3:33])[CH3:32].C([Li])CCC.OS(O)(=O)=O, predict the reaction product. The product is: [I-:30].[CH:31]([P+:34]([C:47]1[CH:52]=[CH:51][CH:50]=[CH:49][CH:48]=1)([C:35]1[CH:36]=[CH:37][CH:38]=[CH:39][CH:40]=1)[C:41]1[CH:46]=[CH:45][CH:44]=[CH:43][CH:42]=1)([CH3:33])[CH3:32].[CH2:15]([O:17][C:18]([C@H:19]1[C@H:20]([C:21]2[CH:26]=[CH:25][CH:24]=[C:23]([O:27][CH3:28])[CH:22]=2)[C:4]1([CH3:5])[CH3:3])=[O:29])[CH3:16]. (8) Given the reactants [NH:1]1[C:9]2[C:4](=[CH:5][CH:6]=[CH:7][CH:8]=2)[C:3](/[CH:10]=[CH:11]/[C:12]2[CH:23]=[CH:22][C:15]([O:16][CH2:17][C:18]([O:20]C)=[O:19])=[C:14]([O:24][CH3:25])[C:13]=2[N+:26]([O-:28])=[O:27])=[N:2]1.[OH-].[Na+].Cl, predict the reaction product. The product is: [NH:1]1[C:9]2[C:4](=[CH:5][CH:6]=[CH:7][CH:8]=2)[C:3](/[CH:10]=[CH:11]/[C:12]2[CH:23]=[CH:22][C:15]([O:16][CH2:17][C:18]([OH:20])=[O:19])=[C:14]([O:24][CH3:25])[C:13]=2[N+:26]([O-:28])=[O:27])=[N:2]1. (9) Given the reactants [CH2:1]([C:8]1[S:12][C:11]([NH:13][C:14](=[O:22])[C:15]2[CH:20]=[CH:19][C:18]([F:21])=[CH:17][CH:16]=2)=[N:10][C:9]=1[C:23]1[CH:28]=[CH:27][C:26]([O:29]C)=[CH:25][CH:24]=1)[C:2]1[CH:7]=[CH:6][CH:5]=[CH:4][CH:3]=1, predict the reaction product. The product is: [CH2:1]([C:8]1[S:12][C:11]([NH:13][C:14](=[O:22])[C:15]2[CH:20]=[CH:19][C:18]([F:21])=[CH:17][CH:16]=2)=[N:10][C:9]=1[C:23]1[CH:24]=[CH:25][C:26]([OH:29])=[CH:27][CH:28]=1)[C:2]1[CH:7]=[CH:6][CH:5]=[CH:4][CH:3]=1. (10) The product is: [NH2:30][C@@H:25]1[CH2:24][N:23]([C:21]2[CH:20]=[CH:19][CH:18]=[C:17]([N:16]3[C:10]4[CH:9]=[C:8]([C:6]5[CH:5]=[N:4][CH:3]=[C:2]([CH3:1])[N:7]=5)[N:13]=[CH:12][C:11]=4[CH:14]=[N:15]3)[N:22]=2)[C:28](=[O:29])[CH2:27][CH2:26]1. Given the reactants [CH3:1][C:2]1[N:7]=[C:6]([C:8]2[N:13]=[CH:12][C:11]3[CH:14]=[N:15][N:16]([C:17]4[N:22]=[C:21]([N:23]5[C:28](=[O:29])[CH2:27][CH2:26][C@H:25]([NH:30]C(=O)OC(C)(C)C)[CH2:24]5)[CH:20]=[CH:19][CH:18]=4)[C:10]=3[CH:9]=2)[CH:5]=[N:4][CH:3]=1.O1CCOCC1, predict the reaction product.